Dataset: Reaction yield outcomes from USPTO patents with 853,638 reactions. Task: Predict the reaction yield, written as a fraction of the theoretical maximum amount of product (1.0 means a 100% yield; for example, 0.34 means a 34% yield). (1) The reactants are [N:1]([C@@H:4]([C@@H:41]([C:48]1[CH:53]=[CH:52][C:51]([Cl:54])=[CH:50][CH:49]=1)[CH:42]1[CH2:47][CH2:46][O:45][CH2:44][CH2:43]1)[C:5]([NH:7][C:8]1[CH:39]=[CH:38][CH:37]=[C:36]([F:40])[C:9]=1[CH2:10][CH2:11][C@H:12]1[CH2:19][N:18]([C:20]([O:22][C:23]([CH3:26])([CH3:25])[CH3:24])=[O:21])[CH2:17][C:14]2([CH2:16][CH2:15]2)[N:13]1[S:27]([C:30]1[CH:35]=[CH:34][CH:33]=[CH:32][CH:31]=1)(=[O:29])=[O:28])=[O:6])=[N+]=[N-].C1C=CC(P(C2C=CC=CC=2)C2C=CC=CC=2)=CC=1. The catalyst is C1COCC1.O. The product is [NH2:1][C@@H:4]([C@@H:41]([C:48]1[CH:53]=[CH:52][C:51]([Cl:54])=[CH:50][CH:49]=1)[CH:42]1[CH2:47][CH2:46][O:45][CH2:44][CH2:43]1)[C:5]([NH:7][C:8]1[CH:39]=[CH:38][CH:37]=[C:36]([F:40])[C:9]=1[CH2:10][CH2:11][C@H:12]1[CH2:19][N:18]([C:20]([O:22][C:23]([CH3:24])([CH3:25])[CH3:26])=[O:21])[CH2:17][C:14]2([CH2:16][CH2:15]2)[N:13]1[S:27]([C:30]1[CH:35]=[CH:34][CH:33]=[CH:32][CH:31]=1)(=[O:29])=[O:28])=[O:6]. The yield is 0.960. (2) The reactants are C([N:8]1[CH2:13][CH2:12][N:11]([S:14]([CH3:17])(=[O:16])=[O:15])[CH2:10][CH2:9]1)C1C=CC=CC=1.C1CCCCC1. The catalyst is C(O)C.[OH-].[OH-].[Pd+2]. The product is [CH3:17][S:14]([N:11]1[CH2:12][CH2:13][NH:8][CH2:9][CH2:10]1)(=[O:16])=[O:15]. The yield is 0.980. (3) The reactants are [C:1]1([C:7]2[CH:8]=[C:9]([C:16]([OH:18])=O)[S:10][C:11]=2[C:12]([F:15])([F:14])[F:13])[CH:6]=[CH:5][CH:4]=[CH:3][CH:2]=1.C1C=CC2N(O)N=NC=2C=1.C(Cl)CCl.[Si:33]([O:40][CH2:41][CH2:42][N:43]([C@H:51]1[C:59]2[C:54](=[C:55]([C:60](=[NH:63])[NH:61]O)[CH:56]=[CH:57][CH:58]=2)[CH2:53][CH2:52]1)[C:44](=[O:50])[O:45][C:46]([CH3:49])([CH3:48])[CH3:47])([C:36]([CH3:39])([CH3:38])[CH3:37])([CH3:35])[CH3:34]. The catalyst is CN(C=O)C. The product is [Si:33]([O:40][CH2:41][CH2:42][N:43]([C@H:51]1[C:59]2[C:54](=[C:55]([C:60]3[N:63]=[C:16]([C:9]4[S:10][C:11]([C:12]([F:13])([F:14])[F:15])=[C:7]([C:1]5[CH:2]=[CH:3][CH:4]=[CH:5][CH:6]=5)[CH:8]=4)[O:18][N:61]=3)[CH:56]=[CH:57][CH:58]=2)[CH2:53][CH2:52]1)[C:44](=[O:50])[O:45][C:46]([CH3:49])([CH3:48])[CH3:47])([C:36]([CH3:37])([CH3:38])[CH3:39])([CH3:35])[CH3:34]. The yield is 0.400. (4) The reactants are [Br:1][C:2]1[CH:3]=[C:4]([CH:8]=[CH:9][C:10]=1[CH3:11])[C:5]([OH:7])=[O:6].S(=O)(=O)(O)O.[CH3:17]O. No catalyst specified. The product is [Br:1][C:2]1[CH:3]=[C:4]([CH:8]=[CH:9][C:10]=1[CH3:11])[C:5]([O:7][CH3:17])=[O:6]. The yield is 0.940.